From a dataset of Full USPTO retrosynthesis dataset with 1.9M reactions from patents (1976-2016). Predict the reactants needed to synthesize the given product. (1) Given the product [O:6]=[C:2]([CH3:1])[CH2:7][CH2:8][CH2:9][CH2:10][N:11]1[CH:15]=[CH:14][C:13]([NH:16][C:23]([C:21]2[N:22]=[C:18]([CH3:17])[O:19][C:20]=2[C:26]2[CH:27]=[C:28]([CH3:32])[CH:29]=[CH:30][CH:31]=2)=[O:24])=[N:12]1, predict the reactants needed to synthesize it. The reactants are: [CH3:1][C:2]1([CH2:7][CH2:8][CH2:9][CH2:10][N:11]2[CH:15]=[CH:14][C:13]([NH2:16])=[N:12]2)[O:6]CCO1.[CH3:17][C:18]1[O:19][C:20]([C:26]2[CH:27]=[C:28]([CH3:32])[CH:29]=[CH:30][CH:31]=2)=[C:21]([C:23](O)=[O:24])[N:22]=1. (2) Given the product [CH3:1][C:2]1([CH2:13][O:14][C:15]2[CH:20]=[CH:19][C:18]([N:21]3[CH2:22][CH2:23][N:24]([C:27]([O:29][CH2:45][C:44]4[CH:47]=[CH:48][C:49]([Cl:50])=[C:42]([Cl:41])[CH:43]=4)=[O:28])[CH2:25][CH2:26]3)=[CH:17][CH:16]=2)[O:6][C:5]2=[N:7][C:8]([N+:10]([O-:12])=[O:11])=[CH:9][N:4]2[CH2:3]1, predict the reactants needed to synthesize it. The reactants are: [CH3:1][C:2]1([CH2:13][O:14][C:15]2[CH:20]=[CH:19][C:18]([N:21]3[CH2:26][CH2:25][N:24]([C:27]([O:29]C(C)(C)C)=[O:28])[CH2:23][CH2:22]3)=[CH:17][CH:16]=2)[O:6][C:5]2=[N:7][C:8]([N+:10]([O-:12])=[O:11])=[CH:9][N:4]2[CH2:3]1.FC(F)(F)C(O)=O.[Cl:41][C:42]1[CH:43]=[C:44]([CH:47]=[CH:48][C:49]=1[Cl:50])[CH2:45]O.C(N1C=CN=C1)(N1C=CN=C1)=O. (3) Given the product [CH3:17][O:16][C:13]1[CH:12]=[CH:11][C:10]([CH2:9][N:7]2[C:6](=[O:18])[CH:5]=[CH:4][C:3]([CH:2]=[O:1])=[CH:8]2)=[CH:15][CH:14]=1, predict the reactants needed to synthesize it. The reactants are: [OH:1][CH2:2][C:3]1[CH:4]=[CH:5][C:6](=[O:18])[N:7]([CH2:9][C:10]2[CH:15]=[CH:14][C:13]([O:16][CH3:17])=[CH:12][CH:11]=2)[CH:8]=1.C[N+]1([O-])CCOCC1. (4) The reactants are: [CH2:1]([C:3]1[CH:4]=[C:5]([C:11]2[CH:12]=[C:13]3[C:17](=[CH:18][CH:19]=2)[C:16](=[O:20])[CH:15]([CH2:21][C:22](O)=[O:23])[CH2:14]3)[CH:6]=[CH:7][C:8]=1[O:9][CH3:10])[CH3:2].CCN=C=[N:29][CH2:30][CH2:31][CH2:32][N:33]([CH3:35])C.[CH3:36][CH2:37]N(CC)CC.NCC1C=CC=CN=1. Given the product [CH2:1]([C:3]1[CH:4]=[C:5]([C:11]2[CH:12]=[C:13]3[C:17](=[CH:18][CH:19]=2)[C:16](=[O:20])[CH:15]([CH2:21][C:22]([NH:29][CH2:30][C:31]2[CH:32]=[N:33][CH:35]=[CH:36][CH:37]=2)=[O:23])[CH2:14]3)[CH:6]=[CH:7][C:8]=1[O:9][CH3:10])[CH3:2], predict the reactants needed to synthesize it. (5) Given the product [Br:1][C:2]1[CH:3]=[C:4]([CH:8]=[CH:9][C:10]=1[CH3:11])[C:5]([NH:18][CH:17]1[CH2:15][CH2:16]1)=[O:7], predict the reactants needed to synthesize it. The reactants are: [Br:1][C:2]1[CH:3]=[C:4]([CH:8]=[CH:9][C:10]=1[CH3:11])[C:5]([OH:7])=O.Cl.CN(C)[CH2:15][CH2:16][CH2:17][N:18]=C=NCC.C1(N)CC1.